This data is from Forward reaction prediction with 1.9M reactions from USPTO patents (1976-2016). The task is: Predict the product of the given reaction. Given the reactants [CH3:1][C:2]1[N:3]=[C:4]([NH2:8])[S:5][C:6]=1[CH3:7].Br[CH2:10][C:11]#[C:12][CH2:13][CH3:14].[C:15]12([C:25]([OH:27])=O)[CH2:24][CH:19]3[CH2:20][CH:21]([CH2:23][CH:17]([CH2:18]3)[CH2:16]1)[CH2:22]2, predict the reaction product. The product is: [CH3:1][C:2]1[N:3]([CH2:10][C:11]#[C:12][CH2:13][CH3:14])/[C:4](=[N:8]/[C:25]([C:15]23[CH2:16][CH:17]4[CH2:18][CH:19]([CH2:20][CH:21]([CH2:23]4)[CH2:22]2)[CH2:24]3)=[O:27])/[S:5][C:6]=1[CH3:7].